From a dataset of NCI-60 drug combinations with 297,098 pairs across 59 cell lines. Regression. Given two drug SMILES strings and cell line genomic features, predict the synergy score measuring deviation from expected non-interaction effect. (1) Drug 1: CCN(CC)CCCC(C)NC1=C2C=C(C=CC2=NC3=C1C=CC(=C3)Cl)OC. Drug 2: C1CC(=O)NC(=O)C1N2C(=O)C3=CC=CC=C3C2=O. Cell line: CAKI-1. Synergy scores: CSS=6.47, Synergy_ZIP=-2.50, Synergy_Bliss=3.13, Synergy_Loewe=-10.3, Synergy_HSA=-0.464. (2) Drug 1: C1C(C(OC1N2C=C(C(=O)NC2=O)F)CO)O. Drug 2: CC1=C(C=C(C=C1)NC(=O)C2=CC=C(C=C2)CN3CCN(CC3)C)NC4=NC=CC(=N4)C5=CN=CC=C5. Cell line: SK-OV-3. Synergy scores: CSS=9.99, Synergy_ZIP=-5.52, Synergy_Bliss=-4.49, Synergy_Loewe=-36.9, Synergy_HSA=-7.86.